Dataset: Catalyst prediction with 721,799 reactions and 888 catalyst types from USPTO. Task: Predict which catalyst facilitates the given reaction. (1) Reactant: [CH2:1]([O:8][C:9]1[CH:18]=[CH:17][C:16]([C@@H:19]([OH:22])[CH2:20][Br:21])=[CH:15][C:10]=1[C:11]([O:13][CH3:14])=[O:12])[C:2]1[CH:7]=[CH:6][CH:5]=[CH:4][CH:3]=1.N1C=CN=C1.[Si:28](Cl)([C:31]([CH3:34])([CH3:33])[CH3:32])([CH3:30])[CH3:29]. Product: [CH2:1]([O:8][C:9]1[CH:18]=[CH:17][C:16]([C@@H:19]([O:22][Si:28]([C:31]([CH3:34])([CH3:33])[CH3:32])([CH3:30])[CH3:29])[CH2:20][Br:21])=[CH:15][C:10]=1[C:11]([O:13][CH3:14])=[O:12])[C:2]1[CH:3]=[CH:4][CH:5]=[CH:6][CH:7]=1. The catalyst class is: 456. (2) Reactant: [NH2:1][C:2]1[CH:3]=[C:4]([S:11]([NH:14][CH2:15][C:16]([F:19])([F:18])[F:17])(=[O:13])=[O:12])[CH:5]=[CH:6][C:7]=1[S:8][CH2:9][CH3:10].[N-]=C=O.[F:23][C:24]([F:35])([F:34])[C:25]1[CH:26]=[C:27]([N:31]=[C:32]=[O:33])[CH:28]=[CH:29][CH:30]=1. Product: [CH2:9]([S:8][C:7]1[CH:6]=[CH:5][C:4]([S:11]([NH:14][CH2:15][C:16]([F:18])([F:19])[F:17])(=[O:12])=[O:13])=[CH:3][C:2]=1[NH:1][C:32]([NH:31][C:27]1[CH:28]=[CH:29][CH:30]=[C:25]([C:24]([F:23])([F:34])[F:35])[CH:26]=1)=[O:33])[CH3:10]. The catalyst class is: 4. (3) Reactant: [C:9](O[C:9]([O:11][C:12]([CH3:15])([CH3:14])[CH3:13])=[O:10])([O:11][C:12]([CH3:15])([CH3:14])[CH3:13])=[O:10].N[CH:17]([OH:24])[C:18]1[CH:23]=[CH:22][CH:21]=[CH:20][CH:19]=1.C([N:27](CC)CC)C. Product: [OH:24][CH2:17][C:18]1[CH:23]=[CH:22][C:21]([NH:27][C:9](=[O:10])[O:11][C:12]([CH3:13])([CH3:14])[CH3:15])=[CH:20][CH:19]=1. The catalyst class is: 7. (4) Reactant: C(OC([N:8]1[CH2:13][CH:12]2[CH2:14][CH:9]1[CH2:10][N:11]2[CH2:15][CH2:16][C:17]1[C:26]2[C:21](=[CH:22][CH:23]=[C:24]([O:27][CH3:28])[CH:25]=2)[N:20]=[CH:19][C:18]=1[C:29]#[N:30])=O)(C)(C)C.Cl. Product: [CH:12]12[CH2:14][CH:9]([NH:8][CH2:13]1)[CH2:10][N:11]2[CH2:15][CH2:16][C:17]1[C:26]2[C:21](=[CH:22][CH:23]=[C:24]([O:27][CH3:28])[CH:25]=2)[N:20]=[CH:19][C:18]=1[C:29]#[N:30]. The catalyst class is: 135. (5) Reactant: [C:1]([C:3]1[CH:4]=[C:5]2[C:10](=[CH:11][C:12]=1[O:13][CH2:14][CH2:15][CH2:16][C:17]([O:19]CC)=[O:18])[N:9]=[CH:8][CH:7]=[C:6]2[O:22][C:23]1[CH:28]=[CH:27][C:26]([NH:29][C:30]([NH:32][C:33]2[CH:38]=[CH:37][C:36]([F:39])=[CH:35][CH:34]=2)=[O:31])=[C:25]([F:40])[CH:24]=1)#[N:2].[OH-].[Na+].O.Cl. Product: [C:1]([C:3]1[CH:4]=[C:5]2[C:10](=[CH:11][C:12]=1[O:13][CH2:14][CH2:15][CH2:16][C:17]([OH:19])=[O:18])[N:9]=[CH:8][CH:7]=[C:6]2[O:22][C:23]1[CH:28]=[CH:27][C:26]([NH:29][C:30]([NH:32][C:33]2[CH:34]=[CH:35][C:36]([F:39])=[CH:37][CH:38]=2)=[O:31])=[C:25]([F:40])[CH:24]=1)#[N:2]. The catalyst class is: 5. (6) Reactant: [CH3:1][CH:2]([N:4]1[C:8]([C:9]2[CH2:13][CH2:12][CH2:11][C:10]=2[C:14](OCC)=[O:15])=[CH:7][CH:6]=[N:5]1)[CH3:3].[H-].[H-].[H-].[H-].[Li+].[Al+3]. Product: [CH3:3][CH:2]([N:4]1[C:8]([C:9]2[CH2:13][CH2:12][CH2:11][C:10]=2[CH2:14][OH:15])=[CH:7][CH:6]=[N:5]1)[CH3:1]. The catalyst class is: 7. (7) Reactant: [CH2:1]([C:3]1[CH:4]=[C:5]([CH:8]=[C:9]([CH3:12])[C:10]=1[OH:11])[C:6]#[N:7])[CH3:2].C1C=CC(P(C2C=CC=CC=2)C2C=CC=CC=2)=CC=1.[CH2:32]1[O:34][C@@H:33]1[CH2:35]O.CCOC(/N=N/C(OCC)=O)=O.C1(C)C=CC=CC=1. Product: [CH2:1]([C:3]1[CH:4]=[C:5]([CH:8]=[C:9]([CH3:12])[C:10]=1[O:11][CH2:35][C@@H:33]1[CH2:32][O:34]1)[C:6]#[N:7])[CH3:2]. The catalyst class is: 1.